From a dataset of Retrosynthesis with 50K atom-mapped reactions and 10 reaction types from USPTO. Predict the reactants needed to synthesize the given product. (1) Given the product COc1ccccc1OC(F)(F)F, predict the reactants needed to synthesize it. The reactants are: CI.Oc1ccccc1OC(F)(F)F. (2) Given the product CCC[C@H]1CC[C@H]([C@H]2CC[C@H](c3ccc(OCC)nc3)CC2)CC1, predict the reactants needed to synthesize it. The reactants are: CCC[C@H]1CC[C@H]([C@H]2CC[C@H](Br)CC2)CC1.CCOc1ccc(Br)cn1.